The task is: Regression. Given two drug SMILES strings and cell line genomic features, predict the synergy score measuring deviation from expected non-interaction effect.. This data is from NCI-60 drug combinations with 297,098 pairs across 59 cell lines. (1) Synergy scores: CSS=24.3, Synergy_ZIP=6.93, Synergy_Bliss=8.63, Synergy_Loewe=-0.731, Synergy_HSA=7.17. Drug 2: C1=NNC2=C1C(=O)NC=N2. Drug 1: C1=CN(C(=O)N=C1N)C2C(C(C(O2)CO)O)O.Cl. Cell line: HS 578T. (2) Drug 1: C1CC(=O)NC(=O)C1N2CC3=C(C2=O)C=CC=C3N. Drug 2: CCC1=CC2CC(C3=C(CN(C2)C1)C4=CC=CC=C4N3)(C5=C(C=C6C(=C5)C78CCN9C7C(C=CC9)(C(C(C8N6C)(C(=O)OC)O)OC(=O)C)CC)OC)C(=O)OC.C(C(C(=O)O)O)(C(=O)O)O. Cell line: T-47D. Synergy scores: CSS=25.0, Synergy_ZIP=-6.08, Synergy_Bliss=-1.28, Synergy_Loewe=0.441, Synergy_HSA=0.0670. (3) Drug 1: CCC1(CC2CC(C3=C(CCN(C2)C1)C4=CC=CC=C4N3)(C5=C(C=C6C(=C5)C78CCN9C7C(C=CC9)(C(C(C8N6C)(C(=O)OC)O)OC(=O)C)CC)OC)C(=O)OC)O.OS(=O)(=O)O. Drug 2: C1CC(=O)NC(=O)C1N2C(=O)C3=CC=CC=C3C2=O. Cell line: HCT-15. Synergy scores: CSS=2.31, Synergy_ZIP=-1.36, Synergy_Bliss=-5.18, Synergy_Loewe=-4.76, Synergy_HSA=-4.96. (4) Drug 1: CC(C1=C(C=CC(=C1Cl)F)Cl)OC2=C(N=CC(=C2)C3=CN(N=C3)C4CCNCC4)N. Drug 2: CN(C(=O)NC(C=O)C(C(C(CO)O)O)O)N=O. Cell line: DU-145. Synergy scores: CSS=-2.05, Synergy_ZIP=-0.585, Synergy_Bliss=-4.91, Synergy_Loewe=-6.55, Synergy_HSA=-6.85. (5) Drug 1: CC1=C2C(C(=O)C3(C(CC4C(C3C(C(C2(C)C)(CC1OC(=O)C(C(C5=CC=CC=C5)NC(=O)OC(C)(C)C)O)O)OC(=O)C6=CC=CC=C6)(CO4)OC(=O)C)O)C)O. Drug 2: C1CN(CCN1C(=O)CCBr)C(=O)CCBr. Cell line: COLO 205. Synergy scores: CSS=17.2, Synergy_ZIP=-1.95, Synergy_Bliss=1.20, Synergy_Loewe=2.45, Synergy_HSA=2.45.